This data is from Forward reaction prediction with 1.9M reactions from USPTO patents (1976-2016). The task is: Predict the product of the given reaction. (1) Given the reactants Cl.[C:2]1(/[C:8](/[CH2:38][CH3:39])=[C:9](\[C:25]2[CH:30]=[CH:29][C:28](/[CH:31]=[CH:32]/[C:33]([O:35][CH2:36][CH3:37])=[O:34])=[CH:27][CH:26]=2)/[C:10]2[CH:24]=[CH:23][C:13]3[N:14](C4CCCCO4)[N:15]=[N:16][C:12]=3[CH:11]=2)[CH:7]=[CH:6][CH:5]=[CH:4][CH:3]=1, predict the reaction product. The product is: [NH:14]1[C:13]2[CH:23]=[CH:24][C:10](/[C:9](/[C:25]3[CH:26]=[CH:27][C:28](/[CH:31]=[CH:32]/[C:33]([O:35][CH2:36][CH3:37])=[O:34])=[CH:29][CH:30]=3)=[C:8](/[C:2]3[CH:7]=[CH:6][CH:5]=[CH:4][CH:3]=3)\[CH2:38][CH3:39])=[CH:11][C:12]=2[N:16]=[N:15]1. (2) Given the reactants [Cl:1][C:2]1[C:3]2[CH:24]=[C:23]([F:25])[C:22]([F:26])=[CH:21][C:4]=2[S:5][C:6]=1[C:7]([NH:9][C@H:10]([CH2:14][C:15]1[CH:20]=[CH:19][CH:18]=[CH:17][CH:16]=1)[C:11]([OH:13])=[O:12])=[O:8].C(OC(=O)[C@H](CC1C=CC=CC=1)N)(C)(C)C, predict the reaction product. The product is: [Cl:1][C:2]1[C:3]2[CH:24]=[C:23]([F:25])[C:22]([F:26])=[CH:21][C:4]=2[S:5][C:6]=1[C:7]([NH:9][C@@H:10]([CH2:14][C:15]1[CH:20]=[CH:19][CH:18]=[CH:17][CH:16]=1)[C:11]([OH:13])=[O:12])=[O:8]. (3) Given the reactants CC(C)([O-])C.[K+].[CH:7]12[CH2:13][CH:10]([CH:11]=[CH:12]1)[CH2:9][CH:8]2[CH:14]=[O:15].Cl[CH2:17][C:18]([O:20][C:21]([CH3:24])([CH3:23])[CH3:22])=[O:19].O, predict the reaction product. The product is: [O:15]1[CH:14]([CH:8]2[CH2:9][CH:10]3[CH2:13][CH:7]2[CH:12]=[CH:11]3)[CH:17]1[C:18]([O:20][C:21]([CH3:24])([CH3:23])[CH3:22])=[O:19]. (4) Given the reactants [CH2:1]([N:4]1[CH2:9][CH2:8][CH2:7][CH2:6][CH2:5]1)[C:2]#[CH:3].[F:10][C:11]1[CH:12]=[C:13]([CH:15]=[CH:16][C:17]=1[O:18][C:19]1[CH:24]=[CH:23][N:22]=[C:21]2[CH:25]=[C:26](I)[S:27][C:20]=12)[NH2:14], predict the reaction product. The product is: [F:10][C:11]1[CH:12]=[C:13]([NH2:14])[CH:15]=[CH:16][C:17]=1[O:18][C:19]1[CH:24]=[CH:23][N:22]=[C:21]2[CH:25]=[C:26]([C:3]#[C:2][CH2:1][N:4]3[CH2:9][CH2:8][CH2:7][CH2:6][CH2:5]3)[S:27][C:20]=12. (5) Given the reactants I[C:2]1[CH:15]=[C:14]2[C:5]([O:6][C:7]3[C:8]([C:16]4[CH:21]=[C:20]([N:22]5[CH2:27][CH2:26][O:25][CH2:24][CH2:23]5)[CH:19]=[C:18]([O:28][CH2:29][C:30]5[CH:35]=[CH:34][C:33]([O:36][CH3:37])=[CH:32][CH:31]=5)[N:17]=4)=[CH:9][CH:10]=[CH:11][C:12]=3[CH2:13]2)=[CH:4][CH:3]=1.[NH2:38][CH:39]([C:53]1[CH:58]=[CH:57][C:56]([CH3:59])=[CH:55][N:54]=1)[C@@H:40]1[O:45][CH2:44][CH2:43][N:42]([C:46]([O:48][C:49]([CH3:52])([CH3:51])[CH3:50])=[O:47])[CH2:41]1.C(=O)([O-])[O-].[Cs+].[Cs+].C(C1CCCCC1=O)(=O)C(C)C, predict the reaction product. The product is: [CH3:37][O:36][C:33]1[CH:32]=[CH:31][C:30]([CH2:29][O:28][C:18]2[N:17]=[C:16]([C:8]3[CH:9]=[CH:10][CH:11]=[C:12]4[C:7]=3[O:6][C:5]3[CH:4]=[CH:3][C:2]([NH:38][CH:39]([C:53]5[CH:58]=[CH:57][C:56]([CH3:59])=[CH:55][N:54]=5)[C@@H:40]5[O:45][CH2:44][CH2:43][N:42]([C:46]([O:48][C:49]([CH3:52])([CH3:51])[CH3:50])=[O:47])[CH2:41]5)=[CH:15][C:14]=3[CH2:13]4)[CH:21]=[C:20]([N:22]3[CH2:27][CH2:26][O:25][CH2:24][CH2:23]3)[CH:19]=2)=[CH:35][CH:34]=1. (6) The product is: [CH2:15]([O:14][C:10]1[C:6]2[B:7]([OH:9])[O:8][CH:4]([CH2:3][NH:2][C:24](=[O:25])[O:26][C:27]([CH3:30])([CH3:29])[CH3:28])[C:5]=2[CH:13]=[CH:12][CH:11]=1)[CH3:16]. Given the reactants Cl.[NH2:2][CH2:3][CH:4]1[O:8][B:7]([OH:9])[C:6]2[C:10]([O:14][CH2:15][CH3:16])=[CH:11][CH:12]=[CH:13][C:5]1=2.C(N(CC)CC)C.[C:24](O[C:24]([O:26][C:27]([CH3:30])([CH3:29])[CH3:28])=[O:25])([O:26][C:27]([CH3:30])([CH3:29])[CH3:28])=[O:25], predict the reaction product. (7) The product is: [CH2:1]([N:8]([CH3:25])[CH2:9][C@H:10]([NH:17][C:18](=[O:24])[O:19][C:20]([CH3:21])([CH3:23])[CH3:22])[C:11]1[CH:12]=[CH:13][CH:14]=[CH:15][CH:16]=1)[C:2]1[CH:3]=[CH:4][CH:5]=[CH:6][CH:7]=1. Given the reactants [CH2:1]([NH:8][CH2:9][C@H:10]([NH:17][C:18](=[O:24])[O:19][C:20]([CH3:23])([CH3:22])[CH3:21])[C:11]1[CH:16]=[CH:15][CH:14]=[CH:13][CH:12]=1)[C:2]1[CH:7]=[CH:6][CH:5]=[CH:4][CH:3]=1.[CH2:25](N(CC)CC)C.C=O.[BH4-].[Na+], predict the reaction product.